From a dataset of Reaction yield outcomes from USPTO patents with 853,638 reactions. Predict the reaction yield, written as a fraction of the theoretical maximum amount of product (1.0 means a 100% yield; for example, 0.34 means a 34% yield). (1) The reactants are [C:1]([N:5]1[C:9]2[N:10]=[CH:11][N:12]=[CH:13][C:8]=2[C:7](I)=[CH:6]1)([CH3:4])([CH3:3])[CH3:2].[Li]CCCC.CON(C)[C:23]([C:25]1[CH:30]=[C:29]([Cl:31])[CH:28]=[CH:27][N:26]=1)=[O:24]. The catalyst is CCOCC. The product is [C:1]([N:5]1[C:9]2[N:10]=[CH:11][N:12]=[CH:13][C:8]=2[C:7]([C:23]([C:25]2[CH:30]=[C:29]([Cl:31])[CH:28]=[CH:27][N:26]=2)=[O:24])=[CH:6]1)([CH3:4])([CH3:3])[CH3:2]. The yield is 0.540. (2) The reactants are [NH2:1][C:2]1[CH:7]=[C:6]([F:8])[C:5]([F:9])=[CH:4][C:3]=1[OH:10].Cl[CH2:12][C:13](Cl)=[O:14].C([O-])([O-])=O.[K+].[K+]. No catalyst specified. The product is [F:8][C:6]1[C:5]([F:9])=[CH:4][C:3]2[O:10][CH2:12][C:13](=[O:14])[NH:1][C:2]=2[CH:7]=1. The yield is 0.640. (3) The reactants are [CH3:1][N:2]([S:11]([C:14]1[CH:19]=[CH:18][C:17]([O:20][CH2:21][C:22]2[C:31]3[C:26](=[CH:27][CH:28]=[CH:29][CH:30]=3)[N:25]=[C:24]([CH3:32])[CH:23]=2)=[CH:16][CH:15]=1)(=[O:13])=[O:12])[CH:3]1[CH2:7][O:6][CH2:5][CH:4]1[C:8]([OH:10])=O.[NH2:33][OH:34]. No catalyst specified. The product is [OH:34][NH:33][C:8]([C@H:4]1[C@@H:3]([N:2]([CH3:1])[S:11]([C:14]2[CH:15]=[CH:16][C:17]([O:20][CH2:21][C:22]3[C:31]4[C:26](=[CH:27][CH:28]=[CH:29][CH:30]=4)[N:25]=[C:24]([CH3:32])[CH:23]=3)=[CH:18][CH:19]=2)(=[O:12])=[O:13])[CH2:7][O:6][CH2:5]1)=[O:10]. The yield is 0.210. (4) The reactants are Br[C:2]1[CH:7]=[CH:6][C:5]([N:8]2[C:16]3[C:15](=[O:17])[NH:14][C:13](=[O:18])[NH:12][C:11]=3[CH:10]=[CH:9]2)=[CH:4][CH:3]=1.O.[OH:20][C:21]1[CH:26]=[CH:25][CH:24]=[CH:23][C:22]=1B(O)O.C(=O)([O-])[O-].[Cs+].[Cs+]. The catalyst is O1CCOCC1.C1C=CC([P]([Pd]([P](C2C=CC=CC=2)(C2C=CC=CC=2)C2C=CC=CC=2)([P](C2C=CC=CC=2)(C2C=CC=CC=2)C2C=CC=CC=2)[P](C2C=CC=CC=2)(C2C=CC=CC=2)C2C=CC=CC=2)(C2C=CC=CC=2)C2C=CC=CC=2)=CC=1. The product is [OH:20][C:21]1[CH:26]=[CH:25][CH:24]=[CH:23][C:22]=1[C:2]1[CH:7]=[CH:6][C:5]([N:8]2[C:16]3[C:15](=[O:17])[NH:14][C:13](=[O:18])[NH:12][C:11]=3[CH:10]=[CH:9]2)=[CH:4][CH:3]=1. The yield is 0.114. (5) The reactants are ClC(Cl)(O[C:5](=[O:11])OC(Cl)(Cl)Cl)Cl.[CH3:13][C:14]1[N:19]=[CH:18][C:17]([C:20]2[CH:21]=[CH:22][C:23]3[N:29]4[CH2:30][C@H:26]([CH2:27][CH2:28]4)[NH:25][C:24]=3[N:31]=2)=[CH:16][CH:15]=1.CCN(C(C)C)C(C)C.[F:41][C:42]1([F:47])[CH2:45][CH:44]([NH2:46])[CH2:43]1. The catalyst is O1CCCC1. The product is [F:41][C:42]1([F:47])[CH2:45][CH:44]([NH:46][C:5]([N:25]2[C@@H:26]3[CH2:30][N:29]([CH2:28][CH2:27]3)[C:23]3[CH:22]=[CH:21][C:20]([C:17]4[CH:18]=[N:19][C:14]([CH3:13])=[CH:15][CH:16]=4)=[N:31][C:24]2=3)=[O:11])[CH2:43]1. The yield is 0.285. (6) The yield is 0.850. The catalyst is CC#N. The product is [Cl:18][C:14]1[CH:13]=[C:12]([NH:11][S:8]([C:5]2[CH:6]=[CH:7][C:2]([N:26]3[CH2:27][CH2:28][N:23]([CH3:22])[CH2:24][CH2:25]3)=[C:3]([N+:19]([O-:21])=[O:20])[CH:4]=2)(=[O:10])=[O:9])[CH:17]=[CH:16][CH:15]=1. The reactants are Cl[C:2]1[CH:7]=[CH:6][C:5]([S:8]([NH:11][C:12]2[CH:17]=[CH:16][CH:15]=[C:14]([Cl:18])[CH:13]=2)(=[O:10])=[O:9])=[CH:4][C:3]=1[N+:19]([O-:21])=[O:20].[CH3:22][N:23]1[CH2:28][CH2:27][NH:26][CH2:25][CH2:24]1.C([O-])([O-])=O.[K+].[K+]. (7) The reactants are [CH3:1][C:2]1[CH:22]=[CH:21][C:5]2[N:6]=[C:7]([C:11]3[CH:16]=[CH:15][CH:14]=[CH:13][C:12]=3[O:17]C(=O)C)O[C:9](=[O:10])[C:4]=2[CH:3]=1.[F:23][C:24]1[CH:25]=[C:26]([CH2:30][CH2:31][NH2:32])[CH:27]=[CH:28][CH:29]=1. No catalyst specified. The product is [F:23][C:24]1[CH:25]=[C:26]([CH2:30][CH2:31][N:32]2[C:9](=[O:10])[C:4]3[C:5](=[CH:21][CH:22]=[C:2]([CH3:1])[CH:3]=3)[N:6]=[C:7]2[C:11]2[CH:16]=[CH:15][CH:14]=[CH:13][C:12]=2[OH:17])[CH:27]=[CH:28][CH:29]=1. The yield is 0.800. (8) The reactants are [Li+].[Cl-].[CH:3]1[CH:8]=CC(P(C2C=CC=CC=2)C2C=CC=CC=2)=C[CH:4]=1.FC(F)(F)S(O[C:28]1[CH:33]=[C:32]([Cl:34])[C:31]([C:35]#[N:36])=[CH:30][C:29]=1[Cl:37])(=O)=O.C([Sn](CCCC)(CCCC)CCCC)C=C. The catalyst is Cl[Pd](Cl)([P](C1C=CC=CC=1)(C1C=CC=CC=1)C1C=CC=CC=1)[P](C1C=CC=CC=1)(C1C=CC=CC=1)C1C=CC=CC=1. The product is [CH2:8]([C:28]1[C:29]([Cl:37])=[CH:30][C:31]([C:35]#[N:36])=[C:32]([Cl:34])[CH:33]=1)[CH:3]=[CH2:4]. The yield is 0.850. (9) The reactants are [Br:1][C:2]1[C:3](F)=[C:4]2[C:10]([NH:11][C:12](=[O:19])[C:13]3[CH:18]=[CH:17][CH:16]=[N:15][CH:14]=3)=[CH:9][NH:8][C:5]2=[N:6][CH:7]=1.[CH3:21][C:22]1([NH:28]C(=O)OC(C)(C)C)[CH2:27][CH2:26][CH2:25][NH:24][CH2:23]1.CCN(C(C)C)C(C)C.C(O)(C(F)(F)F)=O.C(Cl)[Cl:53]. The catalyst is CCCCO. The product is [ClH:53].[NH2:28][C:22]1([CH3:21])[CH2:27][CH2:26][CH2:25][N:24]([C:3]2[C:2]([Br:1])=[CH:7][N:6]=[C:5]3[NH:8][CH:9]=[C:10]([NH:11][C:12](=[O:19])[C:13]4[CH:18]=[CH:17][CH:16]=[N:15][CH:14]=4)[C:4]=23)[CH2:23]1. The yield is 0.0796. (10) The reactants are Br[C:2]1[C:11]2[C:6](=[CH:7][CH:8]=[C:9]([O:12][CH3:13])[CH:10]=2)[C:5](=[O:14])[NH:4][CH:3]=1.[N:15]1([C:21]([O:23][C:24]([CH3:27])([CH3:26])[CH3:25])=[O:22])[CH2:20][CH2:19][NH:18][CH2:17][CH2:16]1.CCN(C(C)C)C(C)C. The catalyst is C(O)CO.O. The product is [OH:14][C:5]1[C:6]2[C:11](=[CH:10][C:9]([O:12][CH3:13])=[CH:8][CH:7]=2)[C:2]([N:18]2[CH2:17][CH2:16][N:15]([C:21]([O:23][C:24]([CH3:27])([CH3:26])[CH3:25])=[O:22])[CH2:20][CH2:19]2)=[CH:3][N:4]=1. The yield is 0.294.